This data is from Forward reaction prediction with 1.9M reactions from USPTO patents (1976-2016). The task is: Predict the product of the given reaction. (1) Given the reactants [CH3:1][C:2]1[NH:3][CH:4]=[C:5]([C:7]#[C:8][C:9]2[CH:10]=[C:11]([CH:14]=[CH:15][CH:16]=2)[C:12]#[N:13])[N:6]=1.F[C:18]1[CH:23]=[CH:22][CH:21]=[C:20]([CH3:24])[N:19]=1, predict the reaction product. The product is: [CH3:1][C:2]1[N:3]([C:18]2[CH:23]=[CH:22][CH:21]=[C:20]([CH3:24])[N:19]=2)[CH:4]=[C:5]([C:7]#[C:8][C:9]2[CH:10]=[C:11]([CH:14]=[CH:15][CH:16]=2)[C:12]#[N:13])[N:6]=1. (2) Given the reactants Br[C:2]1[CH:3]=[CH:4][C:5]([O:10][C:11]([F:14])([F:13])[F:12])=[C:6]([CH:9]=1)[CH:7]=[O:8].CC1(C)C(C)(C)OB([C:23]2[CH:28]=[CH:27][C:26]([F:29])=[CH:25][C:24]=2[F:30])O1, predict the reaction product. The product is: [F:29][C:26]1[CH:25]=[C:24]([F:30])[CH:23]=[CH:28][C:27]=1[C:2]1[CH:3]=[CH:4][C:5]([O:10][C:11]([F:14])([F:13])[F:12])=[C:6]([CH:7]=[O:8])[CH:9]=1. (3) Given the reactants [NH2:1][C:2]1[N:6]2[CH2:7][CH2:8][CH2:9][N:10]=[C:5]2[C:4]([C:18]2[CH:19]=[C:20]([OH:24])[CH:21]=[CH:22][CH:23]=2)([C:11]2[CH:16]=[CH:15][CH:14]=[C:13]([Br:17])[CH:12]=2)[N:3]=1.[F:25][C:26]([F:45])([F:44])[S:27](N(C1C=CC=CC=1)[S:27]([C:26]([F:45])([F:44])[F:25])(=[O:29])=[O:28])(=[O:29])=[O:28].C(N(CC)CC)C.C(=O)([O-])[O-].[K+].[K+], predict the reaction product. The product is: [F:25][C:26]([F:45])([F:44])[S:27]([O:24][C:20]1[CH:21]=[CH:22][CH:23]=[C:18]([C:4]2([C:11]3[CH:16]=[CH:15][CH:14]=[C:13]([Br:17])[CH:12]=3)[C:5]3=[N:10][CH2:9][CH2:8][CH2:7][N:6]3[C:2]([NH2:1])=[N:3]2)[CH:19]=1)(=[O:29])=[O:28]. (4) The product is: [OH:8][C:9]1[CH:17]=[CH:16][CH:15]=[C:14]2[C:10]=1[CH:11]=[C:12]([C:22]([O:24][CH2:25][CH3:26])=[O:23])[N:13]2[CH2:18][CH:19]([CH3:21])[CH3:20]. Given the reactants C([O:8][C:9]1[CH:17]=[CH:16][CH:15]=[C:14]2[C:10]=1[CH:11]=[C:12]([C:22]([O:24][CH2:25][CH3:26])=[O:23])[N:13]2[CH2:18][CH:19]([CH3:21])[CH3:20])C1C=CC=CC=1, predict the reaction product. (5) The product is: [N:19]1([CH2:18][C:15]2[CH:14]=[CH:13][C:12]([NH2:10])=[CH:17][CH:16]=2)[CH2:23][CH2:22][CH2:21][CH2:20]1. Given the reactants ClC1C(F)=C(F)C=C2C=1[N:10]([C:12]1[CH:17]=[CH:16][C:15]([CH2:18][N:19]3[CH2:23][CH2:22][CH2:21][CH2:20]3)=[CH:14][CH:13]=1)C=C(C(OCC)=O)C2=O.N1(CC2N=CC(N)=CC=2)CCCC1, predict the reaction product. (6) The product is: [OH:10][C:11]1[CH:18]=[CH:17][C:14]([CH2:15][NH:1][C:2]2[CH:7]=[C:6]([OH:8])[CH:5]=[C:4]([OH:9])[CH:3]=2)=[CH:13][CH:12]=1. Given the reactants [NH2:1][C:2]1[CH:3]=[C:4]([OH:9])[CH:5]=[C:6]([OH:8])[CH:7]=1.[OH:10][C:11]1[CH:18]=[CH:17][C:14]([CH:15]=O)=[CH:13][CH:12]=1.C([BH3-])#N.[Na+].[Na+].[Cl-].Cl, predict the reaction product. (7) Given the reactants [CH3:1][O:2][C:3]([C:5]1[CH:10]=[CH:9][N:8]=[C:7]([NH:11][CH:12]2[CH2:17][CH2:16][N:15](C(OC(C)(C)C)=O)[CH2:14][CH2:13]2)[N:6]=1)=[O:4].[ClH:25], predict the reaction product. The product is: [ClH:25].[ClH:25].[CH3:1][O:2][C:3]([C:5]1[CH:10]=[CH:9][N:8]=[C:7]([NH:11][CH:12]2[CH2:17][CH2:16][NH:15][CH2:14][CH2:13]2)[N:6]=1)=[O:4].